From a dataset of Full USPTO retrosynthesis dataset with 1.9M reactions from patents (1976-2016). Predict the reactants needed to synthesize the given product. (1) Given the product [Cl:1][C:2]1[CH:3]=[C:4]([N:10]2[C:24](=[O:25])[CH:23]=[C:20]([OH:22])[CH:11]2[CH2:12][C:13]2[CH:14]=[CH:15][C:16]([F:19])=[CH:17][CH:18]=2)[CH:5]=[CH:6][C:7]=1[C:8]#[N:9], predict the reactants needed to synthesize it. The reactants are: [Cl:1][C:2]1[CH:3]=[C:4]([NH:10][C@H:11]([C:20]([OH:22])=O)[CH2:12][C:13]2[CH:18]=[CH:17][C:16]([F:19])=[CH:15][CH:14]=2)[CH:5]=[CH:6][C:7]=1[C:8]#[N:9].[CH3:23][C:24]1(C)OC(=O)CC(=O)[O:25]1.S([O-])(O)(=O)=O.[K+]. (2) Given the product [C:24]([Si:21]([CH3:23])([CH3:22])[O:20][CH2:19][CH2:18][N:6]1[C:2]([CH3:1])=[CH:3][C:4]([C:7]2[CH:12]=[CH:11][C:10]([CH3:13])=[C:9]([N+:14]([O-:16])=[O:15])[CH:8]=2)=[N:5]1)([CH3:27])([CH3:26])[CH3:25], predict the reactants needed to synthesize it. The reactants are: [CH3:1][C:2]1[NH:6][N:5]=[C:4]([C:7]2[CH:12]=[CH:11][C:10]([CH3:13])=[C:9]([N+:14]([O-:16])=[O:15])[CH:8]=2)[CH:3]=1.Br[CH2:18][CH2:19][O:20][Si:21]([C:24]([CH3:27])([CH3:26])[CH3:25])([CH3:23])[CH3:22].C([O-])([O-])=O.[Cs+].[Cs+].[Na+].[I-]. (3) Given the product [CH2:6]([O:8][CH:9]([CH2:23][CH3:24])[CH2:10][CH2:11][CH2:12][CH2:13][CH:14]1[CH2:22][CH2:21][CH:20]2[CH:15]1[CH2:16][C:19](=[O:18])[CH2:17]2)[CH3:7], predict the reactants needed to synthesize it. The reactants are: [I-].C[S+](C)C.[CH2:6]([O:8][CH:9]([CH2:23][CH3:24])[CH2:10][CH2:11][CH2:12][CH2:13][CH:14]1[CH2:22][CH2:21][CH:20]2[CH:15]1[CH2:16][C:17]12[CH2:19][O:18]1)[CH3:7].[I-].[Li+]. (4) Given the product [CH2:48]([S:45]([N:42]1[CH2:41][CH2:40][CH:39]([C:30]2[C:29]3[C:33](=[C:34]([C:36]([NH2:38])=[O:37])[CH:35]=[C:27]([C:24]4[CH:23]=[CH:22][C:21]([CH2:20][NH:19][C:17]([C:16]5[CH:15]=[CH:14][N:13]=[CH:3][CH:2]=5)=[O:18])=[CH:26][CH:25]=4)[CH:28]=3)[NH:32][CH:31]=2)[CH2:44][CH2:43]1)(=[O:47])=[O:46])[CH3:49], predict the reactants needed to synthesize it. The reactants are: F[C:2](F)(F)[C:3](O)=O.CC(N1[C:16]([C:17]([NH:19][CH2:20][C:21]2[CH:26]=[CH:25][C:24]([C:27]3[CH:28]=[C:29]4[C:33](=[C:34]([C:36]([NH2:38])=[O:37])[CH:35]=3)[NH:32][CH:31]=[C:30]4[CH:39]3[CH2:44][CH2:43][N:42]([S:45]([CH2:48][CH3:49])(=[O:47])=[O:46])[CH2:41][CH2:40]3)=[CH:23][CH:22]=2)=[O:18])=[CH:15][C:14](C)=[N:13]1)(C)C.CC(N1C(C(NCC2C=CC(B(O)O)=CC=2)=O)=CC(C)=N1)(C)C. (5) Given the product [C:1]([O-:9])(=[O:8])[C:2]([CH2:4][C:5]([OH:7])=[O:6])=[CH2:3].[Na+:20], predict the reactants needed to synthesize it. The reactants are: [C:1]([OH:9])(=[O:8])[C:2]([CH2:4][C:5]([OH:7])=[O:6])=[CH2:3].C(O)CCCCCCC.[OH-].[Na+:20]. (6) Given the product [CH3:28][C:21]1[CH:22]=[CH:23][C:24]([O:26][CH3:27])=[CH:25][C:20]=1[O:19][C:16]1[CH:17]=[CH:18][C:13]([NH:12][C:10](=[O:11])[C@@H:9]([CH3:29])[NH2:5])=[CH:14][CH:15]=1, predict the reactants needed to synthesize it. The reactants are: CC([N:5]([C@H:9]([CH3:29])[C:10]([NH:12][C:13]1[CH:18]=[CH:17][C:16]([O:19][C:20]2[CH:25]=[C:24]([O:26][CH3:27])[CH:23]=[CH:22][C:21]=2[CH3:28])=[CH:15][CH:14]=1)=[O:11])C(=O)[O-])(C)C.C(O)(C(F)(F)F)=O. (7) Given the product [F:2][C:3]1[CH:11]=[C:10]2[C:6]([C:7]([C:21]3[CH:22]=[CH:23][C:24]([NH:27][C:31]([CH:28]4[CH2:30][CH2:29]4)=[O:32])=[N:25][CH:26]=3)=[CH:8][N:9]2[S:12]([C:15]2[CH:16]=[CH:17][CH:18]=[CH:19][CH:20]=2)(=[O:13])=[O:14])=[CH:5][CH:4]=1, predict the reactants needed to synthesize it. The reactants are: Cl.[F:2][C:3]1[CH:11]=[C:10]2[C:6]([C:7]([C:21]3[CH:22]=[CH:23][C:24]([NH2:27])=[N:25][CH:26]=3)=[CH:8][N:9]2[S:12]([C:15]2[CH:20]=[CH:19][CH:18]=[CH:17][CH:16]=2)(=[O:14])=[O:13])=[CH:5][CH:4]=1.[CH:28]1([C:31](Cl)=[O:32])[CH2:30][CH2:29]1. (8) The reactants are: O1CCOCC1.[Cl:7][C:8]1[C:13](B(O)O)=[CH:12][C:11]([O:17][CH3:18])=[CH:10][N:9]=1.Cl[C:20]1[N:25]=[C:24]([CH3:26])[N:23]=[C:22]([NH2:27])[N:21]=1.C([O-])([O-])=O.[Na+].[Na+]. Given the product [Cl:7][C:8]1[C:13]([C:20]2[N:25]=[C:24]([CH3:26])[N:23]=[C:22]([NH2:27])[N:21]=2)=[CH:12][C:11]([O:17][CH3:18])=[CH:10][N:9]=1, predict the reactants needed to synthesize it.